Dataset: Catalyst prediction with 721,799 reactions and 888 catalyst types from USPTO. Task: Predict which catalyst facilitates the given reaction. (1) Reactant: C1([C:7](C2C=CC=CC=2)=[CH:8][SiH2:9][CH2:10][SiH2:11][CH:12]=[C:13](C2C=CC=CC=2)C2C=CC=CC=2)C=CC=CC=1.C1C=CC=CC=1.[Cl-:38].[Al+3].[Cl-:40].[Cl-:41].[ClH:42]. Product: [Cl:38][C:7]([Cl:42])=[CH:8][SiH2:9][CH2:10][SiH2:11][CH:12]=[C:13]([Cl:41])[Cl:40]. The catalyst class is: 21. (2) Reactant: [CH2:1]([O:3][C:4]([C:6]1([C:9]2[CH:14]=[CH:13][C:12]([C:15]3[CH:20]=[CH:19][C:18]([C:21]4[O:25][N:24]=[C:23]([CH3:26])[CH:22]=4)=[CH:17][CH:16]=3)=[CH:11][CH:10]=2)[CH2:8][CH2:7]1)=[O:5])[CH3:2].[Br:27]N1C(=O)CCC1=O. Product: [CH2:1]([O:3][C:4]([C:6]1([C:9]2[CH:14]=[CH:13][C:12]([C:15]3[CH:20]=[CH:19][C:18]([C:21]4[O:25][N:24]=[C:23]([CH3:26])[C:22]=4[Br:27])=[CH:17][CH:16]=3)=[CH:11][CH:10]=2)[CH2:8][CH2:7]1)=[O:5])[CH3:2]. The catalyst class is: 15. (3) Reactant: [F:1][C:2]1[CH:7]=[C:6]([NH2:8])[CH:5]=[CH:4][C:3]=1[NH:9][C:10]1[CH:15]=[CH:14][N:13]=[C:12]2[CH:16]=[C:17]([C:19]3[N:20]=[CH:21][N:22]([CH3:24])[CH:23]=3)[S:18][C:11]=12.[C:25]1([CH2:31][C:32]([N:34]=[C:35]=[S:36])=[O:33])[CH:30]=[CH:29][CH:28]=[CH:27][CH:26]=1. The catalyst class is: 234. Product: [F:1][C:2]1[CH:7]=[C:6]([NH:8][C:35]([NH:34][C:32](=[O:33])[CH2:31][C:25]2[CH:26]=[CH:27][CH:28]=[CH:29][CH:30]=2)=[S:36])[CH:5]=[CH:4][C:3]=1[NH:9][C:10]1[CH:15]=[CH:14][N:13]=[C:12]2[CH:16]=[C:17]([C:19]3[N:20]=[CH:21][N:22]([CH3:24])[CH:23]=3)[S:18][C:11]=12. (4) Reactant: C(O[C:6](=O)[N:7]([CH2:9][CH2:10][CH:11]([C:13]1[CH:18]=[CH:17][C:16]([N:19]([C:21]2[CH:26]=[CH:25][C:24]([O:27]CC3C=CC=CC=3)=[CH:23][CH:22]=2)[CH3:20])=[CH:15][CH:14]=1)[CH3:12])[CH3:8])(C)(C)C.[H-].[H-].[H-].[H-].[Li+].[Al+3]. Product: [CH3:8][N:7]([CH3:6])[CH2:9][CH2:10][CH:11]([C:13]1[CH:18]=[CH:17][C:16]([N:19]([CH3:20])[C:21]2[CH:22]=[CH:23][C:24]([OH:27])=[CH:25][CH:26]=2)=[CH:15][CH:14]=1)[CH3:12]. The catalyst class is: 1. (5) The catalyst class is: 3. Reactant: [CH3:1][O:2][C:3]1[CH:12]=[CH:11][C:6]2[N:7]=[C:8]([SH:10])[NH:9][C:5]=2[CH:4]=1.[CH3:13][C:14]1[CH:19]=[CH:18][C:17]([CH2:20]Br)=[CH:16][CH:15]=1.C([O-])([O-])=O.[Cs+].[Cs+].O. Product: [CH3:1][O:2][C:3]1[CH:12]=[CH:11][C:6]2[NH:7][C:8]([S:10][CH2:13][C:14]3[CH:19]=[CH:18][C:17]([CH3:20])=[CH:16][CH:15]=3)=[N:9][C:5]=2[CH:4]=1. (6) Reactant: [O-][N+:2]1[C:11]2[CH:10]=[C:9]([O:12][CH2:13][CH2:14][CH2:15][CH2:16][CH2:17][CH2:18][NH:19][C:20](=[O:26])[O:21][C:22]([CH3:25])([CH3:24])[CH3:23])[CH:8]=[CH:7][C:6]=2[C:5]2[S:27][C:28]([CH2:30][CH2:31][CH3:32])=[N:29][C:4]=2[CH:3]=1.[OH-].[NH4+:34].C1(C)C=CC(S(Cl)(=O)=O)=CC=1. Product: [NH2:34][C:3]1[C:4]2[N:29]=[C:28]([CH2:30][CH2:31][CH3:32])[S:27][C:5]=2[C:6]2[CH:7]=[CH:8][C:9]([O:12][CH2:13][CH2:14][CH2:15][CH2:16][CH2:17][CH2:18][NH:19][C:20](=[O:26])[O:21][C:22]([CH3:25])([CH3:24])[CH3:23])=[CH:10][C:11]=2[N:2]=1. The catalyst class is: 26. (7) Reactant: CNCCN(C)C.[CH2:8]([Li])[CH2:9][CH2:10]C.[Cl:13][C:14]1[C:19]([CH:20]=[O:21])=[CH:18][CH:17]=[CH:16][CH:15]=1.[Cu]C#N.C(Br)C=C.[Cl-].[NH4+]. Product: [CH2:10]([C:18]1[CH:17]=[CH:16][CH:15]=[C:14]([Cl:13])[C:19]=1[CH:20]=[O:21])[CH:9]=[CH2:8]. The catalyst class is: 188. (8) Reactant: [C:1]([NH:9][C:10]1[S:11][C:12]([C:16]([OH:18])=O)=[C:13]([CH3:15])[N:14]=1)(=[O:8])[C:2]1[CH:7]=[CH:6][CH:5]=[CH:4][CH:3]=1.CN1CCOCC1.C(OC(Cl)=O)C(C)C.[CH2:34]([CH:36]([NH2:43])[C:37]1[CH:42]=[CH:41][CH:40]=[CH:39][CH:38]=1)[CH3:35]. Product: [C:37]1([CH:36]([NH:43][C:16]([C:12]2[S:11][C:10]([NH:9][C:1](=[O:8])[C:2]3[CH:3]=[CH:4][CH:5]=[CH:6][CH:7]=3)=[N:14][C:13]=2[CH3:15])=[O:18])[CH2:34][CH3:35])[CH:42]=[CH:41][CH:40]=[CH:39][CH:38]=1. The catalyst class is: 7. (9) Reactant: [CH:1]1[C:6]2[C:7]([O:9][C:10](=[O:11])[C:5]=2[CH:4]=[C:3]2[C:12]([O:14][C:15](=[O:16])[C:2]=12)=[O:13])=[O:8].[Cl-].[Al+3].[Cl-].[Cl-].C(N(CC)[CH:25]([CH3:27])[CH3:26])(C)C.Cl.[CH3:31][C:32]1[CH:33]=[CH:34][C:35]([CH3:38])=[CH:36][CH:37]=1. Product: [CH3:15][C:2]1[CH:3]=[CH:27][C:25]([CH3:26])=[CH:6][C:1]=1[C:15]([C:2]1[CH:1]=[C:6]([C:7]([OH:9])=[O:8])[C:5]([C:10](=[O:11])[C:33]2[CH:34]=[C:35]([CH3:38])[CH:36]=[CH:37][C:32]=2[CH3:31])=[CH:4][C:3]=1[C:12]([OH:14])=[O:13])=[O:16]. The catalyst class is: 26.